From a dataset of NCI-60 drug combinations with 297,098 pairs across 59 cell lines. Regression. Given two drug SMILES strings and cell line genomic features, predict the synergy score measuring deviation from expected non-interaction effect. (1) Drug 1: COC1=NC(=NC2=C1N=CN2C3C(C(C(O3)CO)O)O)N. Drug 2: CS(=O)(=O)OCCCCOS(=O)(=O)C. Cell line: A498. Synergy scores: CSS=-2.22, Synergy_ZIP=-0.994, Synergy_Bliss=-2.07, Synergy_Loewe=-4.35, Synergy_HSA=-3.57. (2) Drug 1: CC12CCC(CC1=CCC3C2CCC4(C3CC=C4C5=CN=CC=C5)C)O. Drug 2: CN(CCCl)CCCl.Cl. Cell line: U251. Synergy scores: CSS=18.2, Synergy_ZIP=-6.89, Synergy_Bliss=-2.63, Synergy_Loewe=-1.62, Synergy_HSA=-1.81. (3) Drug 1: CN1C2=C(C=C(C=C2)N(CCCl)CCCl)N=C1CCCC(=O)O.Cl. Drug 2: C1CNP(=O)(OC1)N(CCCl)CCCl. Cell line: HCC-2998. Synergy scores: CSS=2.55, Synergy_ZIP=-0.420, Synergy_Bliss=-1.18, Synergy_Loewe=2.35, Synergy_HSA=-1.56. (4) Drug 2: C(CCl)NC(=O)N(CCCl)N=O. Drug 1: C1C(C(OC1N2C=NC3=C2NC=NCC3O)CO)O. Synergy scores: CSS=5.83, Synergy_ZIP=-0.426, Synergy_Bliss=5.93, Synergy_Loewe=0.785, Synergy_HSA=1.77. Cell line: HOP-92. (5) Drug 1: CNC(=O)C1=NC=CC(=C1)OC2=CC=C(C=C2)NC(=O)NC3=CC(=C(C=C3)Cl)C(F)(F)F. Drug 2: C1C(C(OC1N2C=NC(=NC2=O)N)CO)O. Cell line: MCF7. Synergy scores: CSS=6.77, Synergy_ZIP=-4.05, Synergy_Bliss=-1.01, Synergy_Loewe=1.52, Synergy_HSA=2.17. (6) Drug 1: C1CCC(C1)C(CC#N)N2C=C(C=N2)C3=C4C=CNC4=NC=N3. Drug 2: C1=NC(=NC(=O)N1C2C(C(C(O2)CO)O)O)N. Cell line: MDA-MB-231. Synergy scores: CSS=2.36, Synergy_ZIP=-2.23, Synergy_Bliss=1.04, Synergy_Loewe=-2.81, Synergy_HSA=-0.274.